This data is from SARS-CoV-2 main protease (3CLPro) crystallographic fragment screen with 879 compounds. The task is: Binary Classification. Given a drug SMILES string, predict its activity (active/inactive) in a high-throughput screening assay against a specified biological target. The compound is COC(=O)C1(Cc2ccc(F)cc2)CCCO1. The result is 0 (inactive).